From a dataset of Reaction yield outcomes from USPTO patents with 853,638 reactions. Predict the reaction yield, written as a fraction of the theoretical maximum amount of product (1.0 means a 100% yield; for example, 0.34 means a 34% yield). (1) The reactants are O.Cl.O[C:4]1([C:20]2[CH:25]=[CH:24][CH:23]=[CH:22][CH:21]=2)[CH2:8][CH2:7][C:6]([C:9]2[CH:10]=[CH:11][CH:12]=[C:13]3[C:18]=2[N:17]=[CH:16][CH:15]=[CH:14]3)=[C:5]1[CH3:19].N. The catalyst is O1CCCC1. The product is [CH3:19][C:5]1[C:4]([C:20]2[CH:25]=[CH:24][CH:23]=[CH:22][CH:21]=2)=[CH:8][CH2:7][C:6]=1[C:9]1[CH:10]=[CH:11][CH:12]=[C:13]2[C:18]=1[N:17]=[CH:16][CH:15]=[CH:14]2. The yield is 0.693. (2) The reactants are [F:1][C:2]1[CH:10]=[C:9]2[C:5]([C:6]([C:20]3[CH:21]=[N:22][NH:23][CH:24]=3)=[CH:7][N:8]2[S:11]([C:14]2[CH:19]=[CH:18][CH:17]=[CH:16][CH:15]=2)(=[O:13])=[O:12])=[CH:4][CH:3]=1.Br[CH2:26][CH2:27][OH:28].C([O-])([O-])=O.[K+].[K+]. The catalyst is CC#N. The product is [F:1][C:2]1[CH:10]=[C:9]2[C:5]([C:6]([C:20]3[CH:24]=[N:23][N:22]([CH2:26][CH2:27][OH:28])[CH:21]=3)=[CH:7][N:8]2[S:11]([C:14]2[CH:15]=[CH:16][CH:17]=[CH:18][CH:19]=2)(=[O:12])=[O:13])=[CH:4][CH:3]=1. The yield is 0.300. (3) The reactants are [CH3:1][CH:2]([C@H:4]1[CH2:9][NH:8][CH2:7][CH2:6][N:5]1C(OC(C)(C)C)=O)[CH3:3].Cl. The catalyst is C(OCC)(=O)C.CO.O1CCOCC1. The product is [CH3:1][CH:2]([C@H:4]1[CH2:9][NH:8][CH2:7][CH2:6][NH:5]1)[CH3:3]. The yield is 0.940. (4) The reactants are Br[C:2]1[CH:7]=[CH:6][C:5]([C:8](=[C:16]2[CH2:22][CH2:21][CH2:20][CH2:19][CH2:18][CH2:17]2)[C:9]2[CH:14]=[CH:13][C:12]([OH:15])=[CH:11][CH:10]=2)=[C:4]([F:23])[CH:3]=1.[C:24]([O:28][CH2:29][CH3:30])(=[O:27])[CH:25]=[CH2:26].CCN(CC)CC. The catalyst is CN(C=O)C.O.CCOC(C)=O.Cl[Pd](Cl)([P](C1C=CC=CC=1)(C1C=CC=CC=1)C1C=CC=CC=1)[P](C1C=CC=CC=1)(C1C=CC=CC=1)C1C=CC=CC=1. The product is [CH2:29]([O:28][C:24](=[O:27])[CH:25]=[CH:26][C:2]1[CH:7]=[CH:6][C:5]([C:8](=[C:16]2[CH2:22][CH2:21][CH2:20][CH2:19][CH2:18][CH2:17]2)[C:9]2[CH:14]=[CH:13][C:12]([OH:15])=[CH:11][CH:10]=2)=[C:4]([F:23])[CH:3]=1)[CH3:30]. The yield is 0.810. (5) The reactants are F.[Si]([O:9][C:10]1[CH:11]=[C:12]([CH:34]=[CH2:35])[C:13]2[O:17][C:16]([C:18]3[CH:23]=[CH:22][C:21]([O:24][Si](C(C)(C)C)(C)C)=[C:20]([F:32])[CH:19]=3)=[N:15][C:14]=2[CH:33]=1)(C(C)(C)C)(C)C.C1COCC1.C(#N)C. The catalyst is O. The product is [F:32][C:20]1[CH:19]=[C:18]([C:16]2[O:17][C:13]3[C:12]([CH:34]=[CH2:35])=[CH:11][C:10]([OH:9])=[CH:33][C:14]=3[N:15]=2)[CH:23]=[CH:22][C:21]=1[OH:24]. The yield is 0.810. (6) The reactants are [CH:1]1([NH:4][C:5]([C:7]2[N:8]=[N:9][N:10]([C:26]3[CH:31]=[CH:30][C:29]([C:32]([NH:34][CH2:35][CH3:36])=[O:33])=[CH:28][CH:27]=3)[C:11]=2[CH2:12][CH2:13][CH2:14][N:15]2C(=O)C3C(=CC=CC=3)C2=O)=[O:6])[CH2:3][CH2:2]1.O.NN. The catalyst is C(O)C. The product is [NH2:15][CH2:14][CH2:13][CH2:12][C:11]1[N:10]([C:26]2[CH:27]=[CH:28][C:29]([C:32]([NH:34][CH2:35][CH3:36])=[O:33])=[CH:30][CH:31]=2)[N:9]=[N:8][C:7]=1[C:5]([NH:4][CH:1]1[CH2:3][CH2:2]1)=[O:6]. The yield is 0.970. (7) The reactants are [Br:1][C:2]1[C:7](=[O:8])[N:6]([CH2:9][C:10]([NH:12][CH2:13][C:14]2[CH:19]=[CH:18][N:17]=[C:16]([C:20]#[N:21])[CH:15]=2)=[O:11])[N:5]=[CH:4][C:3]=1[NH:22][C@@H:23]1[CH2:28][C@@H:27]2[CH2:29][C@@H:25]([C:26]2([CH3:31])[CH3:30])[C@H:24]1[CH3:32].C(OCC)(=[O:35])C. The catalyst is C(O)C. The product is [Br:1][C:2]1[C:7](=[O:8])[N:6]([CH2:9][C:10]([NH:12][CH2:13][C:14]2[CH:19]=[CH:18][N:17]=[C:16]([C:20]([NH2:21])=[O:35])[CH:15]=2)=[O:11])[N:5]=[CH:4][C:3]=1[NH:22][C@@H:23]1[CH2:28][C@@H:27]2[CH2:29][C@@H:25]([C:26]2([CH3:31])[CH3:30])[C@H:24]1[CH3:32]. The yield is 0.0600. (8) The reactants are [NH2:1][NH:2][C:3]([NH2:5])=[S:4].[F:6][C:7]([F:12])([CH3:11])[C:8](O)=O.O=P(Cl)(Cl)Cl. The catalyst is O1CCOCC1. The product is [F:6][C:7]([C:11]1[S:4][C:3]([NH2:5])=[N:2][N:1]=1)([F:12])[CH3:8]. The yield is 0.640.